From a dataset of Forward reaction prediction with 1.9M reactions from USPTO patents (1976-2016). Predict the product of the given reaction. (1) Given the reactants Cl[C:2]1[C:11]2[C:6](=[CH:7][C:8]([O:20][CH3:21])=[CH:9][C:10]=2[O:12][CH:13]2[CH2:18][CH2:17][N:16]([CH3:19])[CH2:15][CH2:14]2)[N:5]=[CH:4][N:3]=1.[Cl:22][C:23]1[CH:24]=[C:25]([CH:27]=[CH:28][C:29]=1[F:30])[NH2:26], predict the reaction product. The product is: [Cl:22][C:23]1[CH:24]=[C:25]([CH:27]=[CH:28][C:29]=1[F:30])[NH:26][C:2]1[C:11]2[C:6](=[CH:7][C:8]([O:20][CH3:21])=[CH:9][C:10]=2[O:12][CH:13]2[CH2:18][CH2:17][N:16]([CH3:19])[CH2:15][CH2:14]2)[N:5]=[CH:4][N:3]=1. (2) The product is: [CH3:25][N:21]1[C:22]2[C:17](=[CH:16][C:15]([C:10]3[CH:11]=[N:12][CH:13]=[C:14]4[C:9]=3[CH2:8][CH2:7][CH2:6][N:5]4[CH2:4][CH2:3][NH:2][S:36]([CH2:34][CH3:35])(=[O:38])=[O:37])=[CH:24][CH:23]=2)[CH2:18][CH2:19][C:20]1=[O:26]. Given the reactants Cl.[NH2:2][CH2:3][CH2:4][N:5]1[C:14]2[C:9](=[C:10]([C:15]3[CH:16]=[C:17]4[C:22](=[CH:23][CH:24]=3)[N:21]([CH3:25])[C:20](=[O:26])[CH2:19][CH2:18]4)[CH:11]=[N:12][CH:13]=2)[CH2:8][CH2:7][CH2:6]1.C(N(CC)CC)C.[CH2:34]([S:36](Cl)(=[O:38])=[O:37])[CH3:35].O, predict the reaction product.